From a dataset of Full USPTO retrosynthesis dataset with 1.9M reactions from patents (1976-2016). Predict the reactants needed to synthesize the given product. (1) Given the product [Br:11][C:12]1[CH:13]=[CH:14][C:15]([NH:16][S:17]([C:20]2[C:21](=[O:22])[O:10][C:3]3[C:4]([CH:5]=2)=[CH:7][CH:8]=[CH:9][C:2]=3[Cl:1])(=[O:19])=[O:18])=[CH:24][CH:25]=1, predict the reactants needed to synthesize it. The reactants are: [Cl:1][C:2]1[CH:9]=[CH:8][CH:7]=[C:4]([CH:5]=O)[C:3]=1[OH:10].[Br:11][C:12]1[CH:25]=[CH:24][C:15]([NH:16][S:17]([CH2:20][C:21](O)=[O:22])(=[O:19])=[O:18])=[CH:14][CH:13]=1. (2) Given the product [Br:28][C:6]1[C:5]([CH2:9][CH2:39][O:40][S:66]([CH3:65])(=[O:68])=[O:67])=[N:4][C:3]([O:2][CH3:1])=[CH:8][CH:7]=1, predict the reactants needed to synthesize it. The reactants are: [CH3:1][O:2][C:3]1[CH:8]=[CH:7][CH:6]=[C:5]([CH3:9])[N:4]=1.[Li]CCCC.CN(P(N(C)C)(N(C)C)=O)C.C=O.[Br:28]Br.COC1N=C(C[CH2:39][OH:40])C=CC=1.C([O-])(O)=O.[Na+].BrC1C(CCO)=NC(OC)=CC=1.CCN(CC)CC.[CH3:65][S:66](Cl)(=[O:68])=[O:67].